Dataset: Forward reaction prediction with 1.9M reactions from USPTO patents (1976-2016). Task: Predict the product of the given reaction. Given the reactants [C:1]([C:5]1[CH:10]=[CH:9][C:8]([C:11]2[C:12]([NH2:17])=[N:13][CH:14]=[CH:15][CH:16]=2)=[CH:7][CH:6]=1)([CH3:4])([CH3:3])[CH3:2].Cl[CH2:19][CH2:20][S:21](Cl)(=[O:23])=[O:22].O, predict the reaction product. The product is: [C:1]([C:5]1[CH:10]=[CH:9][C:8]([C:11]2[C:12]3=[N:17][S:21](=[O:23])(=[O:22])[CH2:20][CH2:19][N:13]3[CH:14]=[CH:15][CH:16]=2)=[CH:7][CH:6]=1)([CH3:4])([CH3:2])[CH3:3].